From a dataset of Full USPTO retrosynthesis dataset with 1.9M reactions from patents (1976-2016). Predict the reactants needed to synthesize the given product. (1) Given the product [N:14]12[CH2:25][CH2:24][CH2:23][N:20]([CH2:21][CH2:22][NH:11][CH2:12][CH2:13]1)[CH2:19][CH2:18][NH:17][CH2:16][CH2:15]2, predict the reactants needed to synthesize it. The reactants are: C(OC([N:11]1[CH2:22][CH2:21][N:20]2[CH2:23][CH2:24][CH2:25][N:14]([CH2:15][CH2:16][N:17](C(OCC3C=CC=CC=3)=O)[CH2:18][CH2:19]2)[CH2:13][CH2:12]1)=O)C1C=CC=CC=1. (2) Given the product [OH:22][C:20]1[C:14]([C:15]([O:17][CH2:18][CH3:19])=[O:16])=[N:13][N:12]([CH3:11])[C:25](=[O:28])[C:26]=1[CH3:27], predict the reactants needed to synthesize it. The reactants are: [Li+].C[Si]([N-][Si](C)(C)C)(C)C.[CH3:11][N:12]([C:25](=[O:28])[CH2:26][CH3:27])[N:13]=[C:14]([C:20]([O:22]CC)=O)[C:15]([O:17][CH2:18][CH3:19])=[O:16]. (3) Given the product [F:12][CH:11]([F:13])[C:10]1[N:5]2[N:4]=[CH:3][C:2]([C:29]#[C:28][Si:25]([CH3:27])([CH3:26])[CH3:24])=[C:6]2[N:7]=[C:8]([C:14]2[CH:19]=[CH:18][C:17]([C:20]([F:23])([F:22])[F:21])=[CH:16][CH:15]=2)[CH:9]=1, predict the reactants needed to synthesize it. The reactants are: Br[C:2]1[CH:3]=[N:4][N:5]2[C:10]([CH:11]([F:13])[F:12])=[CH:9][C:8]([C:14]3[CH:19]=[CH:18][C:17]([C:20]([F:23])([F:22])[F:21])=[CH:16][CH:15]=3)=[N:7][C:6]=12.[CH3:24][Si:25]([C:28]#[CH:29])([CH3:27])[CH3:26].